Dataset: Full USPTO retrosynthesis dataset with 1.9M reactions from patents (1976-2016). Task: Predict the reactants needed to synthesize the given product. (1) Given the product [NH2:17][C:15]1[C:14]([F:20])=[CH:13][C:3]([O:4][C:5]2[CH:10]=[CH:9][N:8]=[C:7]([NH2:11])[C:6]=2[I:12])=[C:2]([F:1])[CH:16]=1, predict the reactants needed to synthesize it. The reactants are: [F:1][C:2]1[CH:16]=[C:15]([N+:17]([O-])=O)[C:14]([F:20])=[CH:13][C:3]=1[O:4][C:5]1[CH:10]=[CH:9][N:8]=[C:7]([NH2:11])[C:6]=1[I:12].O.O.[Sn](Cl)Cl. (2) The reactants are: C(OC([N:8]([CH2:49][CH2:50][N:51]([CH3:53])[CH3:52])[C@H:9]1[CH2:14][CH2:13][C@H:12]([CH2:15][C:16]([NH:18][C@H:19]([B:36]2[O:44]C3C(C)(C4CC(C3)C4(C)C)O2)[CH2:20][C:21]2[C:22]([O:34]C)=[C:23]([CH:31]=[CH:32][CH:33]=2)[C:24]([O:26]C(C)(C)C)=[O:25])=[O:17])[CH2:11][CH2:10]1)=O)(C)(C)C.Cl. Given the product [CH3:52][N:51]([CH3:53])[CH2:50][CH2:49][NH:8][C@H:9]1[CH2:14][CH2:13][C@H:12]([CH2:15][C:16]([NH:18][C@H:19]2[CH2:20][C:21]3[CH:33]=[CH:32][CH:31]=[C:23]([C:24]([OH:26])=[O:25])[C:22]=3[O:34][B:36]2[OH:44])=[O:17])[CH2:11][CH2:10]1, predict the reactants needed to synthesize it.